This data is from Full USPTO retrosynthesis dataset with 1.9M reactions from patents (1976-2016). The task is: Predict the reactants needed to synthesize the given product. (1) Given the product [C:1]([C:5]1[CH:9]=[C:8]([NH:10][C:11](=[O:12])[NH:13][C:14]2[C:23]3[C:18](=[CH:19][CH:20]=[CH:21][CH:22]=3)[C:17]([O:24][C:25]3[CH:30]=[CH:29][N:28]=[C:27]([NH:42][C:43]4[CH:44]=[C:45]([CH:57]=[CH:58][CH:59]=4)[C:46]([NH:48][CH2:49][CH2:50][N:51]4[CH2:56][CH2:55][O:54][CH2:53][CH2:52]4)=[O:47])[N:26]=3)=[CH:16][CH:15]=2)[N:7]([C:32]2[CH:37]=[CH:36][CH:35]=[C:34]([P:38]([CH3:41])([CH3:40])=[O:39])[CH:33]=2)[N:6]=1)([CH3:4])([CH3:3])[CH3:2], predict the reactants needed to synthesize it. The reactants are: [C:1]([C:5]1[CH:9]=[C:8]([NH:10][C:11]([NH:13][C:14]2[C:23]3[C:18](=[CH:19][CH:20]=[CH:21][CH:22]=3)[C:17]([O:24][C:25]3[CH:30]=[CH:29][N:28]=[C:27](Cl)[N:26]=3)=[CH:16][CH:15]=2)=[O:12])[N:7]([C:32]2[CH:37]=[CH:36][CH:35]=[C:34]([P:38]([CH3:41])([CH3:40])=[O:39])[CH:33]=2)[N:6]=1)([CH3:4])([CH3:3])[CH3:2].[NH2:42][C:43]1[CH:44]=[C:45]([CH:57]=[CH:58][CH:59]=1)[C:46]([NH:48][CH2:49][CH2:50][N:51]1[CH2:56][CH2:55][O:54][CH2:53][CH2:52]1)=[O:47].CC(O)C.CN(C=O)C. (2) Given the product [Cl:23][C:20]1[CH:21]=[CH:22][C:17]([CH2:16][N:15]2[C:14]3[C:9](=[N:10][C:11]([O:24][CH3:25])=[CH:12][CH:13]=3)[C:8]([C:26](=[O:32])[CH2:27][C:28]([CH3:31])([CH3:30])[CH3:29])=[C:7]2[CH2:6][C:5]([CH3:34])([CH3:33])[C:4]([OH:35])=[O:3])=[CH:18][CH:19]=1, predict the reactants needed to synthesize it. The reactants are: C([O:3][C:4](=[O:35])[C:5]([CH3:34])([CH3:33])[CH2:6][C:7]1[N:15]([CH2:16][C:17]2[CH:22]=[CH:21][C:20]([Cl:23])=[CH:19][CH:18]=2)[C:14]2[C:9](=[N:10][C:11]([O:24][CH3:25])=[CH:12][CH:13]=2)[C:8]=1[C:26](=[O:32])[CH2:27][C:28]([CH3:31])([CH3:30])[CH3:29])C.[Li+].[OH-].C(O)(=O)CC(CC(O)=O)(C(O)=O)O. (3) Given the product [F:18][C:19]1[CH:24]=[CH:23][C:22]([C:25]2([C:35]3[CH:36]=[CH:37][C:38]([F:41])=[CH:39][CH:40]=3)[CH2:29][CH2:28][N:27]([CH2:30][C:31](=[O:32])[N:10]3[CH2:11][CH2:12][N:7]([CH2:6][C:5]4[CH:13]=[CH:14][CH:15]=[C:3]([C:2]([F:1])([F:16])[F:17])[CH:4]=4)[CH2:8][CH2:9]3)[C:26]2=[O:34])=[CH:21][CH:20]=1, predict the reactants needed to synthesize it. The reactants are: [F:1][C:2]([F:17])([F:16])[C:3]1[CH:4]=[C:5]([CH:13]=[CH:14][CH:15]=1)[CH2:6][N:7]1[CH2:12][CH2:11][NH:10][CH2:9][CH2:8]1.[F:18][C:19]1[CH:24]=[CH:23][C:22]([C:25]2([C:35]3[CH:40]=[CH:39][C:38]([F:41])=[CH:37][CH:36]=3)[CH2:29][CH2:28][N:27]([CH2:30][C:31](O)=[O:32])[C:26]2=[O:34])=[CH:21][CH:20]=1.Cl.C(N=C=NCCCN(C)C)C. (4) Given the product [Cl:35][C:18]([C:17]1[CH:21]=[C:22]([C:23]#[N:24])[C:14]([N:11]2[CH2:12][CH2:13][CH:8]([C:6]([O:5][C:1]([CH3:4])([CH3:3])[CH3:2])=[O:7])[CH2:9][CH2:10]2)=[N:15][C:16]=1[CH2:25][N:26]1[CH2:30][CH2:29][CH2:28][C:27]1=[O:31])=[O:19], predict the reactants needed to synthesize it. The reactants are: [C:1]([O:5][C:6]([CH:8]1[CH2:13][CH2:12][N:11]([C:14]2[C:22]([C:23]#[N:24])=[CH:21][C:17]([C:18](O)=[O:19])=[C:16]([CH2:25][N:26]3[CH2:30][CH2:29][CH2:28][C:27]3=[O:31])[N:15]=2)[CH2:10][CH2:9]1)=[O:7])([CH3:4])([CH3:3])[CH3:2].C(Cl)(=O)C([Cl:35])=O. (5) Given the product [NH2:10][C:8]1[CH:7]=[C:4]([CH:3]=[C:2]([F:1])[CH:9]=1)[C:5]#[N:6], predict the reactants needed to synthesize it. The reactants are: [F:1][C:2]1[CH:3]=[C:4]([CH:7]=[C:8]([N+:10]([O-])=O)[CH:9]=1)[C:5]#[N:6].O.O.[Sn](Cl)Cl. (6) Given the product [F:3][C:4]([F:8])([F:7])[CH2:5][O:6][C:10]1[CH:15]=[C:14]([O:6][CH2:5][C:4]([F:8])([F:7])[F:3])[N:13]=[C:12]([NH:17][C:18](=[O:30])[NH:19][C:20]2[CH:25]=[CH:24][C:23]([C:26]([F:29])([F:28])[F:27])=[CH:22][CH:21]=2)[N:11]=1, predict the reactants needed to synthesize it. The reactants are: [H-].[Na+].[F:3][C:4]([F:8])([F:7])[CH2:5][OH:6].Cl[C:10]1[CH:15]=[C:14](Cl)[N:13]=[C:12]([NH:17][C:18](=[O:30])[NH:19][C:20]2[CH:25]=[CH:24][C:23]([C:26]([F:29])([F:28])[F:27])=[CH:22][CH:21]=2)[N:11]=1. (7) Given the product [C:2]1([C:1]2[O:8][CH:11]=[N:10][N:9]=2)[CH:7]=[CH:6][CH:5]=[CH:4][CH:3]=1, predict the reactants needed to synthesize it. The reactants are: [C:1]([NH:9][NH2:10])(=[O:8])[C:2]1[CH:7]=[CH:6][CH:5]=[CH:4][CH:3]=1.[CH:11](OCC)(OCC)OCC.